Dataset: CYP2D6 inhibition data for predicting drug metabolism from PubChem BioAssay. Task: Regression/Classification. Given a drug SMILES string, predict its absorption, distribution, metabolism, or excretion properties. Task type varies by dataset: regression for continuous measurements (e.g., permeability, clearance, half-life) or binary classification for categorical outcomes (e.g., BBB penetration, CYP inhibition). Dataset: cyp2d6_veith. The compound is CN(C)C[C@H]1CCC2=C(C1=O)C(c1ccc(Cl)c(Cl)c1)C1=C(CC[C@H](CN(C)C)C1=O)O2. The result is 0 (non-inhibitor).